From a dataset of Forward reaction prediction with 1.9M reactions from USPTO patents (1976-2016). Predict the product of the given reaction. (1) Given the reactants [CH3:1][O-:2].[Na+].Cl[CH2:5][C:6]1[CH:7]=[C:8]([CH:24]=[C:25]([C@H:27]2[C@H:32]([OH:33])[C@@H:31]([OH:34])[C@H:30]([OH:35])[C@@H:29]([CH2:36][OH:37])[O:28]2)[CH:26]=1)[CH2:9][C:10]1[CH:19]=[C:18]2[C:12](=[CH:13][CH:14]=[CH:15][CH:16]=[CH:17]2)[C:11]=1C(OC)=O.[OH-].[Na+].Cl, predict the reaction product. The product is: [CH:19]1[C:18]2[C:12]([CH:13]=[CH:14][CH:15]=[CH:16][CH:17]=2)=[CH:11][C:10]=1[CH2:9][C:8]1[CH:24]=[C:25]([C@@H:27]2[O:28][C@H:29]([CH2:36][OH:37])[C@@H:30]([OH:35])[C@H:31]([OH:34])[C@H:32]2[OH:33])[CH:26]=[C:6]([CH2:5][O:2][CH3:1])[CH:7]=1. (2) Given the reactants [C:1]([O:5][C:6]([NH:8][CH2:9][C:10]1[C:11]([CH2:27][CH:28]([CH3:30])[CH3:29])=[N:12][C:13]([CH3:26])=[C:14]([C:18]=1[C:19]1[CH:24]=[CH:23][C:22]([CH3:25])=[CH:21][CH:20]=1)[C:15]([OH:17])=[O:16])=[O:7])([CH3:4])([CH3:3])[CH3:2].[C:31]([O:37][CH2:38]Cl)(=[O:36])[C:32]([CH3:35])([CH3:34])[CH3:33].C(=O)([O-])[O-].[K+].[K+], predict the reaction product. The product is: [C:1]([O:5][C:6]([NH:8][CH2:9][C:10]1[C:11]([CH2:27][CH:28]([CH3:30])[CH3:29])=[N:12][C:13]([CH3:26])=[C:14]([C:18]=1[C:19]1[CH:24]=[CH:23][C:22]([CH3:25])=[CH:21][CH:20]=1)[C:15]([O:17][CH2:38][O:37][C:31](=[O:36])[C:32]([CH3:35])([CH3:34])[CH3:33])=[O:16])=[O:7])([CH3:4])([CH3:3])[CH3:2]. (3) Given the reactants [Cl:1][C:2]1[CH:7]=[CH:6][C:5]([C:8]#[C:9][CH2:10][CH:11]2[CH2:16][CH2:15][N:14]([C:17]([O:19][CH2:20][C:21]([O:23]CC)=O)=[O:18])[CH2:13][CH2:12]2)=[CH:4][CH:3]=1.[CH3:26][NH2:27], predict the reaction product. The product is: [Cl:1][C:2]1[CH:7]=[CH:6][C:5]([C:8]#[C:9][CH2:10][CH:11]2[CH2:16][CH2:15][N:14]([C:17]([O:19][CH2:20][C:21]([NH:27][CH3:26])=[O:23])=[O:18])[CH2:13][CH2:12]2)=[CH:4][CH:3]=1. (4) Given the reactants [CH3:1][N:2]1[CH:6]=[CH:5][C:4]([NH:7][C:8]([C:10]2[CH:15]=[C:14](Br)[CH:13]=[C:12]([CH3:17])[N:11]=2)=[O:9])=[N:3]1.[Cl-:18].[Na+].Cl.C([O-])(O)=O.[Na+], predict the reaction product. The product is: [CH3:1][N:2]1[CH:6]=[CH:5][C:4]([NH:7][C:8]([C:10]2[CH:15]=[C:14]([Cl:18])[CH:13]=[C:12]([CH3:17])[N:11]=2)=[O:9])=[N:3]1. (5) The product is: [CH3:31][C:32]1([CH3:49])[CH2:36][N:35]([C:37]2[CH:38]=[CH:39][C:40]([O:43][C:44]([F:47])([F:45])[F:46])=[CH:41][CH:42]=2)[C:34](=[O:48])[N:33]1[CH2:51][C:52]1[CH:57]=[CH:56][CH:55]=[C:54]([C:58]2[S:59][CH:60]=[CH:61][N:62]=2)[CH:53]=1. Given the reactants CC1(C)CCN(C2C=CC(SC(F)(F)F)=CC=2)C(=O)N1CC1C2C(=NC=CC=2)NC=1.[CH3:31][C:32]1([CH3:49])[CH2:36][N:35]([C:37]2[CH:42]=[CH:41][C:40]([O:43][C:44]([F:47])([F:46])[F:45])=[CH:39][CH:38]=2)[C:34](=[O:48])[NH:33]1.Cl[CH2:51][C:52]1[CH:53]=[C:54]([C:58]2[S:59][CH:60]=[CH:61][N:62]=2)[CH:55]=[CH:56][CH:57]=1, predict the reaction product.